Dataset: HIV replication inhibition screening data with 41,000+ compounds from the AIDS Antiviral Screen. Task: Binary Classification. Given a drug SMILES string, predict its activity (active/inactive) in a high-throughput screening assay against a specified biological target. (1) The compound is O=c1c(Nc2ccccc2)cn(CCOc2ccc(Cl)cc2)c(=O)n1CCOc1ccc(Cl)cc1. The result is 0 (inactive). (2) The compound is COc1ccc2c(c1)OC(c1ccccc1O)CC2=O. The result is 0 (inactive).